The task is: Predict the reactants needed to synthesize the given product.. This data is from Full USPTO retrosynthesis dataset with 1.9M reactions from patents (1976-2016). Given the product [CH:14]1[C:13]2[C:12](=[CH:11][C:10]([NH:9][CH2:8][CH2:7][CH2:6][CH2:5][CH2:4][C:3]([OH:27])=[O:2])=[O:26])[C:25]3[C:20](=[CH:21][CH:22]=[CH:23][CH:24]=3)[S:19][C:18]=2[CH:17]=[CH:16][CH:15]=1, predict the reactants needed to synthesize it. The reactants are: C[O:2][C:3](=[O:27])[CH2:4][CH2:5][CH2:6][CH2:7][CH2:8][NH:9][C:10](=[O:26])[CH:11]=[C:12]1[C:25]2[CH:24]=[CH:23][CH:22]=[CH:21][C:20]=2[S:19][C:18]2[C:13]1=[CH:14][CH:15]=[CH:16][CH:17]=2.CO.[Li+].[OH-].Cl.